From a dataset of Reaction yield outcomes from USPTO patents with 853,638 reactions. Predict the reaction yield, written as a fraction of the theoretical maximum amount of product (1.0 means a 100% yield; for example, 0.34 means a 34% yield). (1) The reactants are [CH2:1]([O:8][C:9](=[O:20])[CH2:10][CH2:11][O:12][S:13]([C:16]([F:19])([F:18])[F:17])(=[O:15])=[O:14])[C:2]1[CH:7]=[CH:6][CH:5]=[CH:4][CH:3]=1.[CH:21]1[C:34]2[C:25](=[N:26][C:27]3[C:32]([CH:33]=2)=[CH:31][CH:30]=[CH:29][CH:28]=3)[CH:24]=[CH:23][CH:22]=1. The catalyst is C(Cl)Cl. The product is [F:17][C:16]([F:19])([F:18])[S:13]([O-:15])(=[O:14])=[O:12].[CH2:1]([O:8][C:9](=[O:20])[CH2:10][CH2:11][N+:26]1[C:27]2[C:32](=[CH:31][CH:30]=[CH:29][CH:28]=2)[CH:33]=[C:34]2[C:25]=1[CH:24]=[CH:23][CH:22]=[CH:21]2)[C:2]1[CH:7]=[CH:6][CH:5]=[CH:4][CH:3]=1. The yield is 0.260. (2) The reactants are [C:12]([O:11][C:9](O[C:9]([O:11][C:12]([CH3:15])([CH3:14])[CH3:13])=[O:10])=[O:10])([CH3:15])([CH3:14])[CH3:13].[C:16]1([C:22]2[CH2:27][NH:26][CH2:25][CH2:24][CH:23]=2)[CH:21]=[CH:20][CH:19]=[CH:18][CH:17]=1. The catalyst is O1CCOCC1. The product is [C:16]1([C:22]2[CH2:27][N:26]([C:9]([O:11][C:12]([CH3:13])([CH3:14])[CH3:15])=[O:10])[CH2:25][CH2:24][CH:23]=2)[CH:21]=[CH:20][CH:19]=[CH:18][CH:17]=1. The yield is 0.280. (3) The reactants are [C:1]([O:5][C:6]([N:8]1[C:16]2[C:11](=[CH:12][CH:13]=[CH:14][CH:15]=2)[CH:10]=[C:9]1[C:17]1[C:18](=[O:35])[N:19]([CH2:27][O:28][CH2:29][CH2:30][Si:31]([CH3:34])([CH3:33])[CH3:32])[CH:20]=[C:21]([C:23]([O:25]C)=[O:24])[CH:22]=1)=[O:7])([CH3:4])([CH3:3])[CH3:2].[OH-].[Li+]. The catalyst is O1CCCC1.O. The product is [C:1]([O:5][C:6]([N:8]1[C:16]2[C:11](=[CH:12][CH:13]=[CH:14][CH:15]=2)[CH:10]=[C:9]1[C:17]1[C:18](=[O:35])[N:19]([CH2:27][O:28][CH2:29][CH2:30][Si:31]([CH3:32])([CH3:33])[CH3:34])[CH:20]=[C:21]([C:23]([OH:25])=[O:24])[CH:22]=1)=[O:7])([CH3:4])([CH3:3])[CH3:2]. The yield is 0.850. (4) The reactants are [OH:1][CH2:2][C@@H:3]([NH:5][S:6]([C:9]1[CH:14]=[CH:13][C:12]([C:15]2[CH:20]=[CH:19][N:18]=[C:17]3[NH:21][C:22]([C:24]([F:27])([F:26])[F:25])=[CH:23][C:16]=23)=[CH:11][CH:10]=1)(=[O:8])=[O:7])[CH3:4].[ClH:28].C(OCC)C. The catalyst is CO. The product is [ClH:28].[OH:1][CH2:2][C@@H:3]([NH:5][S:6]([C:9]1[CH:10]=[CH:11][C:12]([C:15]2[CH:20]=[CH:19][N:18]=[C:17]3[NH:21][C:22]([C:24]([F:26])([F:27])[F:25])=[CH:23][C:16]=23)=[CH:13][CH:14]=1)(=[O:7])=[O:8])[CH3:4]. The yield is 0.910. (5) The reactants are [Cl:1][C:2]1[N:7]=[C:6]([C:8]2[S:12][C:11]([N:13]3[CH2:18][CH2:17][NH:16][CH2:15][CH2:14]3)=[N:10][C:9]=2[C:19]2[C:20]([F:37])=[C:21]([NH:25][S:26]([C:29]3[C:34]([F:35])=[CH:33][CH:32]=[CH:31][C:30]=3[F:36])(=[O:28])=[O:27])[CH:22]=[CH:23][CH:24]=2)[CH:5]=[CH:4][N:3]=1.[CH3:38][S:39](Cl)(=[O:41])=[O:40]. The catalyst is C(Cl)Cl. The product is [Cl:1][C:2]1[N:7]=[C:6]([C:8]2[S:12][C:11]([N:13]3[CH2:18][CH2:17][N:16]([S:39]([CH3:38])(=[O:41])=[O:40])[CH2:15][CH2:14]3)=[N:10][C:9]=2[C:19]2[C:20]([F:37])=[C:21]([NH:25][S:26]([C:29]3[C:30]([F:36])=[CH:31][CH:32]=[CH:33][C:34]=3[F:35])(=[O:28])=[O:27])[CH:22]=[CH:23][CH:24]=2)[CH:5]=[CH:4][N:3]=1. The yield is 0.960. (6) The reactants are F[B-](F)(F)F.[F:6][B-](F)(F)F.[F:11][N+]1C=CC=CC=1C1C=CC=C[N+]=1F.[CH3:25][C:26]1[CH:36]=[CH:35][C:34]([N:37]2[CH2:42][CH2:41][O:40][CH2:39][CH2:38]2)=[CH:33][C:27]=1[C:28]([N:30]([CH3:32])[CH3:31])=[O:29].C(=O)(O)[O-].[Na+]. The catalyst is C(#N)C. The product is [F:11][C:35]1[C:34]([N:37]2[CH2:42][CH2:41][O:40][CH2:39][CH2:38]2)=[CH:33][C:27]([C:28]([N:30]([CH3:32])[CH3:31])=[O:29])=[C:26]([CH3:25])[CH:36]=1.[F:6][C:33]1[C:34]([N:37]2[CH2:42][CH2:41][O:40][CH2:39][CH2:38]2)=[CH:35][CH:36]=[C:26]([CH3:25])[C:27]=1[C:28]([N:30]([CH3:32])[CH3:31])=[O:29]. The yield is 0.0530. (7) The reactants are [OH:1][C:2]1[N:6]([CH3:7])[N:5]=[C:4]([C:8]([F:11])([F:10])[F:9])[CH:3]=1.[CH2:12]=[O:13].C(#N)C.Cl[CH:18]([F:20])[F:19]. The catalyst is [OH-].[K+]. The product is [F:19][CH:18]([F:20])[O:1][C:2]1[N:6]([CH3:7])[N:5]=[C:4]([C:8]([F:11])([F:10])[F:9])[C:3]=1[CH2:12][OH:13]. The yield is 0.882. (8) The reactants are [CH2:1]([O:8][C:9]1[CH:10]=[C:11]2[C:16](=[CH:17][C:18]=1[O:19][CH3:20])[N:15]=[CH:14][CH:13]=[C:12]2Cl)[C:2]1[CH:7]=[CH:6][CH:5]=[CH:4][CH:3]=1.[OH:22][C:23]1[CH:28]=[CH:27][C:26]([NH:29][C:30](=[O:37])[C:31]2[CH:36]=[CH:35][CH:34]=[CH:33][CH:32]=2)=[CH:25][CH:24]=1. The catalyst is CN(C=O)C.O. The product is [CH2:1]([O:8][C:9]1[CH:10]=[C:11]2[C:16](=[CH:17][C:18]=1[O:19][CH3:20])[N:15]=[CH:14][CH:13]=[C:12]2[O:22][C:23]1[CH:28]=[CH:27][C:26]([NH:29][C:30](=[O:37])[C:31]2[CH:36]=[CH:35][CH:34]=[CH:33][CH:32]=2)=[CH:25][CH:24]=1)[C:2]1[CH:7]=[CH:6][CH:5]=[CH:4][CH:3]=1. The yield is 0.690. (9) The reactants are Cl[C:2]1[N:7]=[C:6]([N:8]([CH3:10])[CH3:9])[C:5]([CH3:11])=[CH:4][N:3]=1.[C:12]([O:16][C:17](=[O:26])[NH:18][C@H:19]1[CH2:24][CH2:23][C@@H:22]([NH2:25])[CH2:21][CH2:20]1)([CH3:15])([CH3:14])[CH3:13].CCN(C(C)C)C(C)C. The catalyst is CC(O)C. The product is [C:12]([O:16][C:17](=[O:26])[NH:18][C@H:19]1[CH2:20][CH2:21][C@@H:22]([NH:25][C:2]2[N:7]=[C:6]([N:8]([CH3:10])[CH3:9])[C:5]([CH3:11])=[CH:4][N:3]=2)[CH2:23][CH2:24]1)([CH3:15])([CH3:13])[CH3:14]. The yield is 0.430. (10) The reactants are [OH:1][C:2]1[NH:7][C:6](=[O:8])[N:5]([CH2:9][C:10]2[CH:15]=[CH:14][CH:13]=[CH:12][CH:11]=2)[C:4](=[O:16])[C:3]=1[C:17]([NH:19][CH2:20][C:21]([O:23]CC)=[O:22])=[O:18].[F:26][C:27]([F:37])([F:36])[C:28]1[CH:35]=[CH:34][C:31]([CH2:32]Br)=[CH:30][CH:29]=1.C(=O)([O-])[O-].[Na+].[Na+].Cl. The catalyst is CN(C)C=O. The product is [OH:1][C:2]1[N:7]([CH2:32][C:31]2[CH:34]=[CH:35][C:28]([C:27]([F:37])([F:36])[F:26])=[CH:29][CH:30]=2)[C:6](=[O:8])[N:5]([CH2:9][C:10]2[CH:15]=[CH:14][CH:13]=[CH:12][CH:11]=2)[C:4](=[O:16])[C:3]=1[C:17]([NH:19][CH2:20][C:21]([OH:23])=[O:22])=[O:18]. The yield is 0.300.